From a dataset of Experimentally validated miRNA-target interactions with 360,000+ pairs, plus equal number of negative samples. Binary Classification. Given a miRNA mature sequence and a target amino acid sequence, predict their likelihood of interaction. (1) The miRNA is mmu-miR-340-5p with sequence UUAUAAAGCAAUGAGACUGAUU. The protein sequence of the target gene is MEVHELFRYFRMPELIDIRQYVRTLPTNTLMGFGAFAALTTFWYATRPKALKPPCDLSMQSVEIAGTTDGIRRSAVLEDDKLLVYYYDDVRTMYDGFQRGIQVSNNGPCLGSRKPNQPYEWISYKEVAELAECIGSGLIQKGFKPCSEQFIGLFSQNRPEWVIVEQGCFSYSMVVVPLYDTLGADAITYIVNKAELSVIFADKPEKAKLLLEGVENKLTPCLKIIVIMDSYGSDLVERGKKCGVEIISLKALEDLGRVNRVKPKPPEPEDLAIICFTSGTTGNPKGAMITHQNIINDCSG.... Result: 1 (interaction). (2) The protein sequence of the target gene is MEPELAAQKQPRPRRRSRRASGLSTEGATGPSADTSGSELDGRCSLRRGSSFTFLTPGPNWDFTLKRKRREKDDDVVSLSSLDLKEPSNKRVRPLARVTSLANLISPVRNGAVRRFGQTIQSFTLRGDHRSPASAQKFSSRSTVPTPAKRRSSALWSEMLDITMKESLTTREIRRQEAIYEMSRGEQDLIEDLKLARKAYHDPMLKLSIMSEEELTHIFGDLDSYIPLHEDLLTRIGEATKPDGTVEQIGHILVSWLPRLNAYRGYCSNQLAAKALLDQKKQDPRVQDFLQRCLESPFSR.... Result: 0 (no interaction). The miRNA is mmu-miR-30e-5p with sequence UGUAAACAUCCUUGACUGGAAG. (3) The miRNA is hsa-miR-4310 with sequence GCAGCAUUCAUGUCCC. The protein sequence of the target gene is METGSDSDQLERVFLRLGHAETDEQLQNIISKFLPPVLLKLSSTQEGVRKKVMELLVHLNKRIKSRPKIQLPVETLLVQYQDPAAVSFVTNFTIIYVKMGYPRLPVEKQCELAPTLLTAMEGKPQPQQDSLMHLLIPTLFHMKYPAESSKSASPFNLAEKPKTVQLLLDFMLDVLLMPYGYVLNESQSRQNSSSSSQGSSSNSGGGSGIPQPPPGMSFYAAKRVIGDNPWTPEQLEQCKLGIVKFIEAEQVPELEAVLHLVIASSDTRHSVATAADLELKSKQSLIDWNNPAIINKMYKV.... Result: 0 (no interaction).